Predict the product of the given reaction. From a dataset of Forward reaction prediction with 1.9M reactions from USPTO patents (1976-2016). (1) Given the reactants [H-].[Na+].[CH3:3][N:4]([CH2:6][CH2:7][OH:8])[CH3:5].N#N.F[C:12]1[CH:17]=[C:16]([S:18]([CH3:21])(=[O:20])=[O:19])[CH:15]=[CH:14][C:13]=1[N:22]1[C:26]2=[N:27][CH:28]=[N:29][C:30]([OH:31])=[C:25]2[CH:24]=[N:23]1, predict the reaction product. The product is: [CH3:3][N:4]([CH3:5])[CH2:6][CH2:7][O:8][C:12]1[CH:17]=[C:16]([S:18]([CH3:21])(=[O:20])=[O:19])[CH:15]=[CH:14][C:13]=1[N:22]1[C:26]2=[N:27][CH:28]=[N:29][C:30]([OH:31])=[C:25]2[CH:24]=[N:23]1. (2) Given the reactants [CH3:1][N:2]([CH3:6])[CH2:3][CH2:4][OH:5].[H-].[Na+].[Br:9][C:10]1[CH:11]=[N:12][CH:13]=[C:14](Br)[CH:15]=1.O, predict the reaction product. The product is: [Br:9][C:10]1[CH:15]=[C:14]([O:5][CH2:4][CH2:3][N:2]([CH3:6])[CH3:1])[CH:13]=[N:12][CH:11]=1. (3) Given the reactants [C:1]([C:3]1[N:7]2[N:8]=[C:9]([C:12]3[CH:17]=[CH:16][C:15]([C:18]([N:20]4[CH2:25][CH2:24][O:23][CH2:22][CH2:21]4)=[O:19])=[CH:14][CH:13]=3)[CH:10]=[CH:11][C:6]2=[N:5][CH:4]=1)#[CH:2].I[C:27]1[N:35]([CH3:36])[C:30]2=[N:31][CH:32]=[CH:33][CH:34]=[C:29]2[CH:28]=1, predict the reaction product. The product is: [CH3:36][N:35]1[C:30]2=[N:31][CH:32]=[CH:33][CH:34]=[C:29]2[CH:28]=[C:27]1[C:2]#[C:1][C:3]1[N:7]2[N:8]=[C:9]([C:12]3[CH:13]=[CH:14][C:15]([C:18]([N:20]4[CH2:21][CH2:22][O:23][CH2:24][CH2:25]4)=[O:19])=[CH:16][CH:17]=3)[CH:10]=[CH:11][C:6]2=[N:5][CH:4]=1.